Task: Predict the product of the given reaction.. Dataset: Forward reaction prediction with 1.9M reactions from USPTO patents (1976-2016) (1) The product is: [NH2:18][C:15]1[CH:16]=[CH:17][C:12]([CH:5]([CH3:6])[C:4]([OH:20])=[O:3])=[CH:13][C:14]=1[F:19]. Given the reactants C([O:3][C:4](=[O:20])[C:5]([C:12]1[CH:17]=[CH:16][C:15]([NH2:18])=[C:14]([F:19])[CH:13]=1)(C)[C:6](OCC)=O)C.[OH-].[Na+], predict the reaction product. (2) Given the reactants Cl.[CH3:2][O:3][C:4](=[O:22])[C@H:5]([CH2:7][C:8]1[CH:13]=[CH:12][C:11]([C:14]2[C:15](=[O:21])[N:16]([CH3:20])[CH:17]=[CH:18][CH:19]=2)=[CH:10][CH:9]=1)[NH2:6].[Cl:23][C:24]1[CH:32]=[CH:31][CH:30]=[C:29]([CH3:33])[C:25]=1[C:26](O)=[O:27].CN(C(ON1N=NC2C=CC=CC1=2)=[N+](C)C)C.F[P-](F)(F)(F)(F)F.CCN(C(C)C)C(C)C, predict the reaction product. The product is: [CH3:2][O:3][C:4](=[O:22])[C@H:5]([CH2:7][C:8]1[CH:9]=[CH:10][C:11]([C:14]2[C:15](=[O:21])[N:16]([CH3:20])[CH:17]=[CH:18][CH:19]=2)=[CH:12][CH:13]=1)[NH:6][C:26]([C:25]1[C:29]([CH3:33])=[CH:30][CH:31]=[CH:32][C:24]=1[Cl:23])=[O:27]. (3) Given the reactants Br[CH2:2][C:3]1[N:4]=[CH:5][C:6]([NH:9][C:10](=[O:29])[C@@H:11]([C:18]2[CH:23]=[CH:22][C:21]([S:24]([CH3:27])(=[O:26])=[O:25])=[C:20]([Cl:28])[CH:19]=2)[CH2:12][CH:13]2[CH2:17][CH2:16][CH2:15][CH2:14]2)=[N:7][CH:8]=1.[CH3:30][NH:31][CH3:32], predict the reaction product. The product is: [Cl:28][C:20]1[CH:19]=[C:18]([C@@H:11]([CH2:12][CH:13]2[CH2:14][CH2:15][CH2:16][CH2:17]2)[C:10]([NH:9][C:6]2[CH:5]=[N:4][C:3]([CH2:2][N:31]([CH3:32])[CH3:30])=[CH:8][N:7]=2)=[O:29])[CH:23]=[CH:22][C:21]=1[S:24]([CH3:27])(=[O:26])=[O:25]. (4) The product is: [NH:7]1[C:8]2[C:4](=[CH:3][C:2]([CH:18]=[O:19])=[CH:10][CH:9]=2)[CH:5]=[N:6]1. Given the reactants Br[C:2]1[CH:3]=[C:4]2[C:8](=[CH:9][CH:10]=1)[NH:7][N:6]=[CH:5]2.C([Li])CCC.CN(C)[CH:18]=[O:19], predict the reaction product. (5) Given the reactants Br[C:2]1[C:3]([O:21][CH2:22][C:23]([F:26])([F:25])[F:24])=[N:4][CH:5]=[C:6]([CH:20]=1)[C:7]([NH:9][CH2:10][C:11]1[O:15][N:14]=[C:13]([C:16]([F:19])([F:18])[F:17])[N:12]=1)=[O:8].B(O)(O)[C:28]1[CH:29]=[CH:30][C:31]([CH3:34])=[CH:32][CH:33]=1.C([O-])([O-])=O.[Na+].[Na+].O1CCCC1, predict the reaction product. The product is: [C:31]1([CH3:34])[CH:32]=[CH:33][C:28]([C:2]2[C:3]([O:21][CH2:22][C:23]([F:26])([F:25])[F:24])=[N:4][CH:5]=[C:6]([CH:20]=2)[C:7]([NH:9][CH2:10][C:11]2[O:15][N:14]=[C:13]([C:16]([F:19])([F:18])[F:17])[N:12]=2)=[O:8])=[CH:29][CH:30]=1. (6) Given the reactants [CH3:1][O:2][C:3](=[O:15])[C:4](=[O:14])[CH:5]([Cl:13])[C:6]1[CH:11]=[CH:10][C:9](F)=[CH:8][CH:7]=1.[F:16][C:17]([F:27])([F:26])C1C=CC(C=O)=CC=1.FC1C=CC(C=O)=CC=1, predict the reaction product. The product is: [CH3:1][O:2][C:3](=[O:15])[C:4](=[O:14])[CH:5]([Cl:13])[C:6]1[CH:11]=[CH:10][C:9]([C:17]([F:27])([F:26])[F:16])=[CH:8][CH:7]=1. (7) Given the reactants Cl[C:2]1[N:11]=[C:10]([NH:12][CH2:13][CH:14]([C:20]2[CH:25]=[CH:24][CH:23]=[CH:22][CH:21]=2)[C:15]2[NH:16][CH:17]=[CH:18][CH:19]=2)[C:9]2[C:4](=[CH:5][CH:6]=[CH:7][CH:8]=2)[N:3]=1.[CH3:26][S:27]([NH:30][C:31]1[CH:36]=[CH:35][C:34](B(O)O)=[CH:33][CH:32]=1)(=[O:29])=[O:28].CN(C)C1C=CC(C2N=C(NCC(C3C=CC=CC=3)C3NC=CC=3)C3C(=CC=CC=3)N=2)=CC=1, predict the reaction product. The product is: [C:20]1([CH:14]([C:15]2[NH:16][CH:17]=[CH:18][CH:19]=2)[CH2:13][NH:12][C:10]2[C:9]3[C:4](=[CH:5][CH:6]=[CH:7][CH:8]=3)[N:3]=[C:2]([C:34]3[CH:33]=[CH:32][C:31]([NH:30][S:27]([CH3:26])(=[O:28])=[O:29])=[CH:36][CH:35]=3)[N:11]=2)[CH:25]=[CH:24][CH:23]=[CH:22][CH:21]=1. (8) Given the reactants [CH3:1][O:2][C:3]1[C:14]2=[C:15]3[N:10]([CH2:11][CH2:12][CH2:13]2)[CH2:9][CH2:8][CH2:7][C:6]3=[CH:5][C:4]=1[CH:16]=[CH:17][C:18]1[S:22][C:21]([CH:23]=O)=[CH:20][CH:19]=1.[C:25]([C:27]1[C:28](=[C:38]([C:41]#[N:42])[C:39]#[N:40])[O:29][C:30]([CH3:37])([C:33]([F:36])([F:35])[F:34])[C:31]=1[CH3:32])#[N:26], predict the reaction product. The product is: [C:25]([C:27]1[C:28](=[C:38]([C:39]#[N:40])[C:41]#[N:42])[O:29][C:30]([CH3:37])([C:33]([F:36])([F:34])[F:35])[C:31]=1[CH:32]=[CH:23][C:21]1[S:22][C:18]([CH:17]=[CH:16][C:4]2[CH:5]=[C:6]3[C:15]4[N:10]([CH2:9][CH2:8][CH2:7]3)[CH2:11][CH2:12][CH2:13][C:14]=4[C:3]=2[O:2][CH3:1])=[CH:19][CH:20]=1)#[N:26]. (9) Given the reactants [NH2:1][C:2]1[CH:3]=[C:4]([C:8]2[S:12][C:11]([N:13]3[CH2:18][CH2:17][CH:16]([C:19]([O:21][CH2:22][CH3:23])=[O:20])[CH2:15][CH2:14]3)=[N:10][CH:9]=2)[CH:5]=[CH:6][CH:7]=1.Cl[C:25]1[N:30]=[C:29]([C:31]([F:34])([F:33])[F:32])[CH:28]=[CH:27][N:26]=1.CC1C=CC(S(O)(=O)=O)=CC=1.CN(C)C=O, predict the reaction product. The product is: [F:32][C:31]([F:34])([F:33])[C:29]1[CH:28]=[CH:27][N:26]=[C:25]([NH:1][C:2]2[CH:3]=[C:4]([C:8]3[S:12][C:11]([N:13]4[CH2:18][CH2:17][CH:16]([C:19]([O:21][CH2:22][CH3:23])=[O:20])[CH2:15][CH2:14]4)=[N:10][CH:9]=3)[CH:5]=[CH:6][CH:7]=2)[N:30]=1. (10) Given the reactants [Br:1][CH:2]([CH:5]=O)[CH:3]=O.[NH2:7][C:8]1[NH:12][N:11]=[C:10]([C:13]([OH:15])=[O:14])[N:9]=1, predict the reaction product. The product is: [Br:1][C:2]1[CH:3]=[N:7][C:8]2[N:12]([N:11]=[C:10]([C:13]([OH:15])=[O:14])[N:9]=2)[CH:5]=1.